The task is: Predict the product of the given reaction.. This data is from Forward reaction prediction with 1.9M reactions from USPTO patents (1976-2016). (1) Given the reactants [Cl:1][C:2]1[CH:10]=[CH:9][C:5]([C:6]([OH:8])=O)=[CH:4][N:3]=1.C(N1C=CN=C1)(N1C=CN=C1)=O.[CH:23]([NH2:26])([CH3:25])[CH3:24], predict the reaction product. The product is: [Cl:1][C:2]1[N:3]=[CH:4][C:5]([C:6]([NH:26][CH:23]([CH3:25])[CH3:24])=[O:8])=[CH:9][CH:10]=1. (2) Given the reactants [CH3:1][NH:2][CH3:3].CCN(CC)CC.[Cl:11][CH2:12][C:13]1[CH:14]=[C:15]([CH:19]=[CH:20][CH:21]=1)[C:16](Cl)=[O:17], predict the reaction product. The product is: [Cl:11][CH2:12][C:13]1[CH:14]=[C:15]([CH:19]=[CH:20][CH:21]=1)[C:16]([N:2]([CH3:3])[CH3:1])=[O:17]. (3) Given the reactants Br[C:2]1[CH:7]=[CH:6][CH:5]=[CH:4][C:3]=1[Cl:8].C([Li])CCC.[CH2:14]([N:21]1[CH2:26][CH2:25][CH:24]([CH2:27][CH:28]=[O:29])[CH2:23][CH2:22]1)[C:15]1[CH:20]=[CH:19][CH:18]=[CH:17][CH:16]=1.O, predict the reaction product. The product is: [CH2:14]([N:21]1[CH2:26][CH2:25][CH:24]([CH2:27][CH:28]([C:2]2[CH:7]=[CH:6][CH:5]=[CH:4][C:3]=2[Cl:8])[OH:29])[CH2:23][CH2:22]1)[C:15]1[CH:20]=[CH:19][CH:18]=[CH:17][CH:16]=1.